Dataset: Catalyst prediction with 721,799 reactions and 888 catalyst types from USPTO. Task: Predict which catalyst facilitates the given reaction. Reactant: [O:1]1[C:6]2[CH:7]=[CH:8][C:9]([CH2:11][N:12]([CH:20]3[CH2:25][CH2:24][N:23]([CH2:26][CH2:27][N:28]4[C:37]5[C:32](=[C:33]([CH:40]([OH:43])[CH2:41][CH3:42])[CH:34]=[C:35]([O:38][CH3:39])[CH:36]=5)[CH:31]=[CH:30][C:29]4=[O:44])[CH2:22][CH2:21]3)[C:13](=[O:19])[O:14][C:15]([CH3:18])([CH3:17])[CH3:16])=[CH:10][C:5]=2[O:4][CH2:3][CH2:2]1.CC(OI1(OC(C)=O)(OC(C)=O)OC(=O)C2C=CC=CC1=2)=O.C(=O)([O-])O.[Na+]. Product: [O:1]1[C:6]2[CH:7]=[CH:8][C:9]([CH2:11][N:12]([CH:20]3[CH2:25][CH2:24][N:23]([CH2:26][CH2:27][N:28]4[C:37]5[C:32](=[C:33]([C:40](=[O:43])[CH2:41][CH3:42])[CH:34]=[C:35]([O:38][CH3:39])[CH:36]=5)[CH:31]=[CH:30][C:29]4=[O:44])[CH2:22][CH2:21]3)[C:13](=[O:19])[O:14][C:15]([CH3:17])([CH3:18])[CH3:16])=[CH:10][C:5]=2[O:4][CH2:3][CH2:2]1. The catalyst class is: 22.